This data is from Merck oncology drug combination screen with 23,052 pairs across 39 cell lines. The task is: Regression. Given two drug SMILES strings and cell line genomic features, predict the synergy score measuring deviation from expected non-interaction effect. (1) Drug 1: CS(=O)(=O)CCNCc1ccc(-c2ccc3ncnc(Nc4ccc(OCc5cccc(F)c5)c(Cl)c4)c3c2)o1. Drug 2: COC1=C2CC(C)CC(OC)C(O)C(C)C=C(C)C(OC(N)=O)C(OC)C=CC=C(C)C(=O)NC(=CC1=O)C2=O. Cell line: EFM192B. Synergy scores: synergy=-14.1. (2) Drug 1: NC(=O)c1cccc2cn(-c3ccc(C4CCCNC4)cc3)nc12. Drug 2: O=C(NOCC(O)CO)c1ccc(F)c(F)c1Nc1ccc(I)cc1F. Cell line: T47D. Synergy scores: synergy=-8.54. (3) Drug 1: O=S1(=O)NC2(CN1CC(F)(F)F)C1CCC2Cc2cc(C=CCN3CCC(C(F)(F)F)CC3)ccc2C1. Drug 2: CCC1=CC2CN(C1)Cc1c([nH]c3ccccc13)C(C(=O)OC)(c1cc3c(cc1OC)N(C)C1C(O)(C(=O)OC)C(OC(C)=O)C4(CC)C=CCN5CCC31C54)C2. Cell line: A2058. Synergy scores: synergy=3.43. (4) Drug 2: NC1(c2ccc(-c3nc4ccn5c(=O)[nH]nc5c4cc3-c3ccccc3)cc2)CCC1. Synergy scores: synergy=12.6. Cell line: SW837. Drug 1: N#Cc1ccc(Cn2cncc2CN2CCN(c3cccc(Cl)c3)C(=O)C2)cc1. (5) Drug 1: CN(Cc1cnc2nc(N)nc(N)c2n1)c1ccc(C(=O)NC(CCC(=O)O)C(=O)O)cc1. Drug 2: O=C(O)C1(Cc2cccc(Nc3nccs3)n2)CCC(Oc2cccc(Cl)c2F)CC1. Cell line: COLO320DM. Synergy scores: synergy=2.15. (6) Drug 1: Cn1nnc2c(C(N)=O)ncn2c1=O. Drug 2: C#Cc1cccc(Nc2ncnc3cc(OCCOC)c(OCCOC)cc23)c1. Cell line: UACC62. Synergy scores: synergy=28.8. (7) Drug 1: CN(Cc1cnc2nc(N)nc(N)c2n1)c1ccc(C(=O)NC(CCC(=O)O)C(=O)O)cc1. Drug 2: NC1(c2ccc(-c3nc4ccn5c(=O)[nH]nc5c4cc3-c3ccccc3)cc2)CCC1. Cell line: ES2. Synergy scores: synergy=21.8. (8) Drug 1: O=S1(=O)NC2(CN1CC(F)(F)F)C1CCC2Cc2cc(C=CCN3CCC(C(F)(F)F)CC3)ccc2C1. Drug 2: Cn1c(=O)n(-c2ccc(C(C)(C)C#N)cc2)c2c3cc(-c4cnc5ccccc5c4)ccc3ncc21. Cell line: ES2. Synergy scores: synergy=20.5. (9) Drug 1: CN(C)C(=N)N=C(N)N. Drug 2: NC1(c2ccc(-c3nc4ccn5c(=O)[nH]nc5c4cc3-c3ccccc3)cc2)CCC1. Cell line: RPMI7951. Synergy scores: synergy=1.84. (10) Drug 1: O=P1(N(CCCl)CCCl)NCCCO1. Drug 2: CC(C)CC(NC(=O)C(Cc1ccccc1)NC(=O)c1cnccn1)B(O)O. Cell line: OVCAR3. Synergy scores: synergy=-25.2.